The task is: Regression. Given a peptide amino acid sequence and an MHC pseudo amino acid sequence, predict their binding affinity value. This is MHC class I binding data.. This data is from Peptide-MHC class I binding affinity with 185,985 pairs from IEDB/IMGT. (1) The binding affinity (normalized) is 1.00. The MHC is HLA-A02:02 with pseudo-sequence HLA-A02:02. The peptide sequence is SISEINEWL. (2) The peptide sequence is LFLDGIDKA. The MHC is HLA-A02:03 with pseudo-sequence HLA-A02:03. The binding affinity (normalized) is 0.0975. (3) The peptide sequence is KTSTLIFFV. The MHC is Mamu-B03 with pseudo-sequence Mamu-B03. The binding affinity (normalized) is 0.326. (4) The peptide sequence is VPPFPRTAF. The MHC is HLA-B08:01 with pseudo-sequence HLA-B08:01. The binding affinity (normalized) is 0.287. (5) The peptide sequence is CSRVIFPLQE. The MHC is HLA-B27:05 with pseudo-sequence HLA-B27:05. The binding affinity (normalized) is 0.0643.